Dataset: Catalyst prediction with 721,799 reactions and 888 catalyst types from USPTO. Task: Predict which catalyst facilitates the given reaction. (1) Reactant: Cl[C:2]1[C:10]2[C:6](=[C:7]([C:14]3[CH:19]=[CH:18][C:17]([O:20][CH3:21])=[CH:16][CH:15]=3)[N:8]([CH2:11][CH2:12][CH3:13])[N:9]=2)[CH:5]=[CH:4][CH:3]=1.Cl.[C:23]1([Mg]Br)[CH:28]=[CH:27][CH:26]=[CH:25][CH:24]=1. Product: [CH3:21][O:20][C:17]1[CH:18]=[CH:19][C:14]([C:7]2[N:8]([CH2:11][CH2:12][CH3:13])[N:9]=[C:10]3[C:6]=2[CH:5]=[CH:4][CH:3]=[C:2]3[C:23]2[CH:28]=[CH:27][CH:26]=[CH:25][CH:24]=2)=[CH:15][CH:16]=1. The catalyst class is: 62. (2) Reactant: [N:1]([CH2:4][CH2:5][O:6][C:7]1[CH:12]=[CH:11][C:10]([C:13]2[N:14]([CH2:26][CH3:27])[C:15]3[C:20]([C:21]=2[C:22]#[N:23])=[CH:19][CH:18]=[C:17]([O:24][CH3:25])[CH:16]=3)=[CH:9][CH:8]=1)=[N+]=[N-].Cl. Product: [NH2:1][CH2:4][CH2:5][O:6][C:7]1[CH:12]=[CH:11][C:10]([C:13]2[N:14]([CH2:26][CH3:27])[C:15]3[C:20]([C:21]=2[C:22]#[N:23])=[CH:19][CH:18]=[C:17]([O:24][CH3:25])[CH:16]=3)=[CH:9][CH:8]=1. The catalyst class is: 43. (3) Reactant: [Br:1][C:2]1[S:6][C:5]2=[C:7](C(OCC)=O)[N:8]=[CH:9][N:4]2[CH:3]=1.O.S(=O)(=O)(O)O.C(=O)([O-])[O-].[Na+].[Na+]. Product: [Br:1][C:2]1[S:6][C:5]2=[CH:7][N:8]=[CH:9][N:4]2[CH:3]=1. The catalyst class is: 15. (4) Reactant: [F:1][C:2]([F:7])([F:6])[CH:3]1[O:5][CH2:4]1.C([Li])CCC.CON(C)[C:16](=[O:23])[C:17]1[CH:22]=[CH:21][CH:20]=[CH:19][CH:18]=1.C(OCC)C. Product: [C:17]1([C:16]([C:3]2([C:2]([F:7])([F:6])[F:1])[CH2:4][O:5]2)=[O:23])[CH:22]=[CH:21][CH:20]=[CH:19][CH:18]=1. The catalyst class is: 134. (5) Reactant: Cl[S:2]([C:5]1[N:6]([C:15]([O:17][C:18]([CH3:21])([CH3:20])[CH3:19])=[O:16])[C:7]2[C:12]([CH:13]=1)=[CH:11][CH:10]=[CH:9][C:8]=2[F:14])(=[O:4])=[O:3].[F:22][C:23]1[CH:28]=[CH:27][C:26]([C:29]2[O:30][C:31]3[CH:41]=[C:40]([N:42]([CH3:47])[S:43]([CH3:46])(=[O:45])=[O:44])[C:39]([C@@H:48]4[CH2:53][CH2:52][CH2:51][NH:50][CH2:49]4)=[CH:38][C:32]=3[C:33]=2[C:34]([NH:36][CH3:37])=[O:35])=[CH:25][CH:24]=1. Product: [F:14][C:8]1[CH:9]=[CH:10][CH:11]=[C:12]2[C:7]=1[N:6]([C:15]([O:17][C:18]([CH3:21])([CH3:20])[CH3:19])=[O:16])[C:5]([S:2]([N:50]1[CH2:51][CH2:52][CH2:53][C@@H:48]([C:39]3[C:40]([N:42]([CH3:47])[S:43]([CH3:46])(=[O:44])=[O:45])=[CH:41][C:31]4[O:30][C:29]([C:26]5[CH:25]=[CH:24][C:23]([F:22])=[CH:28][CH:27]=5)=[C:33]([C:34](=[O:35])[NH:36][CH3:37])[C:32]=4[CH:38]=3)[CH2:49]1)(=[O:4])=[O:3])=[CH:13]2. The catalyst class is: 34.